Dataset: Full USPTO retrosynthesis dataset with 1.9M reactions from patents (1976-2016). Task: Predict the reactants needed to synthesize the given product. Given the product [CH2:1]([O:3][C:4](=[O:5])[CH2:6][CH:7]1[CH2:8][CH2:9][CH:10]([C:13]2[CH:14]=[CH:15][C:16]([C:19]3[N:23]=[N:22][N:21]([CH3:24])[C:20]=3[NH:30][C:33]([O:60][C@@H:58]([C:52]3[CH:57]=[CH:56][CH:55]=[CH:54][CH:53]=3)[CH3:59])=[O:42])=[CH:17][CH:18]=2)[CH2:11][CH2:12]1)[CH3:2], predict the reactants needed to synthesize it. The reactants are: [CH2:1]([O:3][C:4]([CH2:6][CH:7]1[CH2:12][CH2:11][CH:10]([C:13]2[CH:18]=[CH:17][C:16]([C:19]3[N:23]=[N:22][N:21]([CH3:24])[C:20]=3C(O)=O)=[CH:15][CH:14]=2)[CH2:9][CH2:8]1)=[O:5])[CH3:2].C([N:30]([CH2:33]C)CC)C.C1(P(N=[N+]=[N-])(C2C=CC=CC=2)=[O:42])C=CC=CC=1.[C:52]1([C@H:58]([OH:60])[CH3:59])[CH:57]=[CH:56][CH:55]=[CH:54][CH:53]=1.